From a dataset of Peptide-MHC class II binding affinity with 134,281 pairs from IEDB. Regression. Given a peptide amino acid sequence and an MHC pseudo amino acid sequence, predict their binding affinity value. This is MHC class II binding data. The peptide sequence is FGQNTSAIAAAEAQY. The MHC is DRB1_1101 with pseudo-sequence DRB1_1101. The binding affinity (normalized) is 0.